Dataset: Forward reaction prediction with 1.9M reactions from USPTO patents (1976-2016). Task: Predict the product of the given reaction. (1) Given the reactants [C:1]1([NH2:8])[C:2]([NH2:7])=[CH:3][CH:4]=[CH:5][CH:6]=1.[CH3:9][O:10][C:11]1[CH:18]=[C:17]([O:19][CH3:20])[CH:16]=[CH:15][C:12]=1[CH:13]=O.C(O)(=O)C, predict the reaction product. The product is: [CH3:9][O:10][C:11]1[CH:18]=[C:17]([O:19][CH3:20])[CH:16]=[CH:15][C:12]=1[C:13]1[NH:8][C:1]2[CH:6]=[CH:5][CH:4]=[CH:3][C:2]=2[N:7]=1. (2) Given the reactants [F:1][C:2]([F:40])([F:39])[C:3]1[CH:4]=[C:5]([C@H:13]([O:15][C@H:16]2[CH2:21][CH2:20][N:19]([C:22]([C@H:24]3[CH2:29][CH2:28][C@H:27]([C:30](O)=[O:31])[CH2:26][CH2:25]3)=[O:23])[CH2:18][C@H:17]2[C:33]2[CH:38]=[CH:37][CH:36]=[CH:35][CH:34]=2)[CH3:14])[CH:6]=[C:7]([C:9]([F:12])([F:11])[F:10])[CH:8]=1.[CH2:41]([O:43][NH2:44])[CH3:42], predict the reaction product. The product is: [F:12][C:9]([F:10])([F:11])[C:7]1[CH:6]=[C:5]([C@H:13]([O:15][C@H:16]2[CH2:21][CH2:20][N:19]([C:22]([C@H:24]3[CH2:29][CH2:28][C@H:27]([C:30]([NH:44][O:43][CH2:41][CH3:42])=[O:31])[CH2:26][CH2:25]3)=[O:23])[CH2:18][C@H:17]2[C:33]2[CH:38]=[CH:37][CH:36]=[CH:35][CH:34]=2)[CH3:14])[CH:4]=[C:3]([C:2]([F:40])([F:1])[F:39])[CH:8]=1. (3) The product is: [F:1][C:2]1[CH:3]=[C:4]([NH:5][CH2:16][CH2:17][OH:18])[CH:6]=[CH:7][CH:8]=1. Given the reactants [F:1][C:2]1[CH:3]=[C:4]([CH:6]=[CH:7][CH:8]=1)[NH2:5].N1C=CC=CC=1.Cl[CH2:16][CH2:17][O:18]C(Cl)=O.[OH-].[K+], predict the reaction product. (4) Given the reactants [CH3:1][O:2][C:3]1[CH:40]=[CH:39][C:6]([CH2:7][N:8]([CH2:30][C:31]2[CH:36]=[CH:35][C:34]([O:37][CH3:38])=[CH:33][CH:32]=2)[C:9]2[N:14]=[CH:13][C:12]([C:15]3[C:16]4[CH2:29][CH2:28][NH:27][C:17]=4[N:18]=[C:19]([N:21]4[CH2:26][CH2:25][O:24][CH2:23][CH2:22]4)[N:20]=3)=[CH:11][N:10]=2)=[CH:5][CH:4]=1.[H-].[Na+].[C:43]1([CH3:52])[C:44]([N:49]=[C:50]=[S:51])=[CH:45][CH:46]=[CH:47][CH:48]=1, predict the reaction product. The product is: [C:43]1([CH3:52])[CH:48]=[CH:47][CH:46]=[CH:45][C:44]=1[NH:49][C:50]([N:27]1[C:17]2[N:18]=[C:19]([N:21]3[CH2:26][CH2:25][O:24][CH2:23][CH2:22]3)[N:20]=[C:15]([C:12]3[CH:11]=[N:10][C:9]([N:8]([CH2:7][C:6]4[CH:5]=[CH:4][C:3]([O:2][CH3:1])=[CH:40][CH:39]=4)[CH2:30][C:31]4[CH:32]=[CH:33][C:34]([O:37][CH3:38])=[CH:35][CH:36]=4)=[N:14][CH:13]=3)[C:16]=2[CH2:29][CH2:28]1)=[S:51]. (5) Given the reactants [OH:1][NH:2][C:3](=[NH:7])[CH2:4][CH2:5][CH3:6].[H-].[Na+].CO[C:12](=O)[CH:13]=[CH:14][C:15]1[CH:20]=[CH:19][C:18]([O:21][Si](C(C)(C)C)(C)C)=[C:17]([O:29][Si](C(C)(C)C)(C)C)[CH:16]=1, predict the reaction product. The product is: [CH2:4]([C:3]1[N:7]=[C:12]([CH:13]=[CH:14][C:15]2[CH:16]=[C:17]([OH:29])[C:18]([OH:21])=[CH:19][CH:20]=2)[O:1][N:2]=1)[CH2:5][CH3:6].